Dataset: Peptide-MHC class II binding affinity with 134,281 pairs from IEDB. Task: Regression. Given a peptide amino acid sequence and an MHC pseudo amino acid sequence, predict their binding affinity value. This is MHC class II binding data. (1) The peptide sequence is RDGQLTIKAERTEQK. The MHC is DRB3_0101 with pseudo-sequence DRB3_0101. The binding affinity (normalized) is 0.492. (2) The peptide sequence is RFDTNGDGKISLSEL. The MHC is HLA-DPA10201-DPB11401 with pseudo-sequence HLA-DPA10201-DPB11401. The binding affinity (normalized) is 0.